Dataset: Peptide-MHC class I binding affinity with 185,985 pairs from IEDB/IMGT. Task: Regression. Given a peptide amino acid sequence and an MHC pseudo amino acid sequence, predict their binding affinity value. This is MHC class I binding data. (1) The peptide sequence is LGYPFAWFL. The MHC is HLA-B07:02 with pseudo-sequence HLA-B07:02. The binding affinity (normalized) is 0.0847. (2) The peptide sequence is ATSRTLSYYK. The MHC is HLA-A68:01 with pseudo-sequence HLA-A68:01. The binding affinity (normalized) is 0.748. (3) The binding affinity (normalized) is 0.0893. The MHC is HLA-B40:01 with pseudo-sequence HLA-B40:01. The peptide sequence is WEILKFLITG.